Task: Regression/Classification. Given a drug SMILES string, predict its absorption, distribution, metabolism, or excretion properties. Task type varies by dataset: regression for continuous measurements (e.g., permeability, clearance, half-life) or binary classification for categorical outcomes (e.g., BBB penetration, CYP inhibition). Dataset: b3db_classification.. Dataset: Blood-brain barrier permeability classification from the B3DB database (1) The molecule is CC12CCC3c4ccc(O)cc4CCC3C1CC(O)C2O. The result is 0 (does not penetrate BBB). (2) The drug is Clc1ccc(OCC2=NCCN2)cc1Cl. The result is 1 (penetrates BBB).